From a dataset of Catalyst prediction with 721,799 reactions and 888 catalyst types from USPTO. Predict which catalyst facilitates the given reaction. Reactant: [F:1][C:2]1[CH:3]=[C:4]([CH:6]=[C:7]([F:9])[CH:8]=1)[NH2:5].C(N(CC)C(C)C)(C)C.[Br:19][CH2:20][C:21](Br)=[O:22]. Product: [Br:19][CH2:20][C:21]([NH:5][C:4]1[CH:3]=[C:2]([F:1])[CH:8]=[C:7]([F:9])[CH:6]=1)=[O:22]. The catalyst class is: 4.